This data is from Full USPTO retrosynthesis dataset with 1.9M reactions from patents (1976-2016). The task is: Predict the reactants needed to synthesize the given product. (1) Given the product [CH2:1]([O:3][C:4](=[O:28])[CH:5]([C:6]1[NH:7][C:8]2[C:13]([C:14]=1[S:15][C:16]([CH3:19])([CH3:18])[CH3:17])=[CH:12][C:11]([CH2:20][O:21][C:22]1[CH:27]=[CH:26][CH:25]=[CH:24][N:23]=1)=[CH:10][CH:9]=2)[CH2:30][C:31]1[CH:32]=[CH:33][C:34]([C:37]2[CH:42]=[CH:41][C:40]([C:43]([F:46])([F:44])[F:45])=[CH:39][N:38]=2)=[CH:35][CH:36]=1)[CH3:2], predict the reactants needed to synthesize it. The reactants are: [CH2:1]([O:3][C:4](=[O:28])[CH2:5][C:6]1[NH:7][C:8]2[C:13]([C:14]=1[S:15][C:16]([CH3:19])([CH3:18])[CH3:17])=[CH:12][C:11]([CH2:20][O:21][C:22]1[CH:27]=[CH:26][CH:25]=[CH:24][N:23]=1)=[CH:10][CH:9]=2)[CH3:2].Br[CH2:30][C:31]1[CH:36]=[CH:35][C:34]([C:37]2[CH:42]=[CH:41][C:40]([C:43]([F:46])([F:45])[F:44])=[CH:39][N:38]=2)=[CH:33][CH:32]=1. (2) Given the product [CH2:1]([C:3]1[CH:8]=[CH:7][C:6]([CH:9]2[CH2:10][CH:11]([C:23]3[O:25][N:40]=[C:38]([C:27]4[CH:32]=[CH:31][CH:30]=[C:29]([O:33][C:34]([F:35])([F:36])[F:37])[CH:28]=4)[N:39]=3)[CH2:12][N:13]([C:15]([N:17]3[CH2:18][CH2:19][O:20][CH2:21][CH2:22]3)=[O:16])[CH2:14]2)=[CH:5][CH:4]=1)[CH3:2], predict the reactants needed to synthesize it. The reactants are: [CH2:1]([C:3]1[CH:8]=[CH:7][C:6]([CH:9]2[CH2:14][N:13]([C:15]([N:17]3[CH2:22][CH2:21][O:20][CH2:19][CH2:18]3)=[O:16])[CH2:12][CH:11]([C:23]([OH:25])=O)[CH2:10]2)=[CH:5][CH:4]=1)[CH3:2].O[C:27]1([C:38](=[NH:40])[NH2:39])[CH:32]=[CH:31][CH:30]=[C:29]([O:33][C:34]([F:37])([F:36])[F:35])[CH2:28]1.